This data is from Forward reaction prediction with 1.9M reactions from USPTO patents (1976-2016). The task is: Predict the product of the given reaction. (1) Given the reactants C([O:3][C:4](=[O:40])[CH2:5][CH2:6][NH:7][C:8](=[O:39])[C:9]1[CH:14]=[CH:13][C:12]([CH:15]([CH2:19][O:20][C:21]2[CH:26]=[C:25]([CH3:27])[C:24]([C:28]3[CH:33]=[CH:32][C:31]([C:34]([F:37])([F:36])[F:35])=[CH:30][CH:29]=3)=[C:23]([CH3:38])[CH:22]=2)[CH:16]([CH3:18])[CH3:17])=[CH:11][CH:10]=1)C.[OH-].[Na+].Cl, predict the reaction product. The product is: [CH3:38][C:23]1[CH:22]=[C:21]([O:20][CH2:19][CH:15]([C:12]2[CH:13]=[CH:14][C:9]([C:8]([NH:7][CH2:6][CH2:5][C:4]([OH:40])=[O:3])=[O:39])=[CH:10][CH:11]=2)[CH:16]([CH3:18])[CH3:17])[CH:26]=[C:25]([CH3:27])[C:24]=1[C:28]1[CH:33]=[CH:32][C:31]([C:34]([F:35])([F:37])[F:36])=[CH:30][CH:29]=1. (2) Given the reactants [Cl:1][C:2]1[CH:3]=[C:4]([C:20]2[C:21]([C:26]#[N:27])=[CH:22][CH:23]=[CH:24][CH:25]=2)[CH:5]=[CH:6][C:7]=1[CH2:8][C:9]1[C:14](=[O:15])[NH:13][C:12]([CH3:16])=[N:11][C:10]=1[CH2:17][CH2:18][CH3:19].[CH:28]([O:31][C:32]1[CH:37]=[CH:36][C:35](B(O)O)=[CH:34][CH:33]=1)([CH3:30])[CH3:29].C([N:43](CC)CC)C.N1C=CC=CC=1.[C:54]([O:57]CC)(=[O:56])C, predict the reaction product. The product is: [Cl:1][C:2]1[CH:3]=[C:4]([C:20]2[CH:25]=[CH:24][CH:23]=[CH:22][C:21]=2[C:26]2[NH:43][C:54](=[O:56])[O:57][N:27]=2)[CH:5]=[CH:6][C:7]=1[CH2:8][C:9]1[C:14](=[O:15])[N:13]([C:35]2[CH:36]=[CH:37][C:32]([O:31][CH:28]([CH3:30])[CH3:29])=[CH:33][CH:34]=2)[C:12]([CH3:16])=[N:11][C:10]=1[CH2:17][CH2:18][CH3:19]. (3) Given the reactants [CH2:1]([O:5][C:6]1[CH:16]=[CH:15][C:9]([N:10]([CH3:14])[C:11](=[O:13])[CH3:12])=[CH:8][CH:7]=1)[CH2:2][CH2:3][CH3:4].C([N-]C(C)C)(C)C.[Li+].C(NC(C)C)(C)C.C([Li])CCC.[CH2:37]([N:44]1[CH2:49][CH2:48][C:47](=[O:50])[CH2:46][CH2:45]1)[C:38]1[CH:43]=[CH:42][CH:41]=[CH:40][CH:39]=1, predict the reaction product. The product is: [CH2:1]([O:5][C:6]1[CH:16]=[CH:15][C:9]([N:10]([CH3:14])[C:11](=[O:13])[CH2:12][C:47]2([OH:50])[CH2:48][CH2:49][N:44]([CH2:37][C:38]3[CH:43]=[CH:42][CH:41]=[CH:40][CH:39]=3)[CH2:45][CH2:46]2)=[CH:8][CH:7]=1)[CH2:2][CH2:3][CH3:4]. (4) The product is: [C:56]([O:59][C:36](=[O:45])[NH:33][C:10]1[C:9]([O:8][CH2:1][C:2]2[CH:7]=[CH:6][CH:5]=[CH:4][CH:3]=2)=[CH:18][C:17]2[C:12](=[CH:13][C:14]([O:19][CH3:20])=[CH:15][CH:16]=2)[CH:11]=1)([CH3:58])([CH3:57])[CH3:55]. Given the reactants [CH2:1]([O:8][C:9]1[C:10](C(O)=O)=[CH:11][C:12]2[C:17]([CH:18]=1)=[CH:16][CH:15]=[C:14]([O:19][CH3:20])[CH:13]=2)[C:2]1[CH:7]=[CH:6][CH:5]=[CH:4][CH:3]=1.C1(C)C=CC=CC=1.C([N:33]([CH2:36]C)CC)C.C1C=CC(P(N=[N+]=[N-])(C2C=CC=CC=2)=[O:45])=CC=1.[CH3:55][C:56]([OH:59])([CH3:58])[CH3:57], predict the reaction product. (5) Given the reactants Br[C:2]1[CH:3]([C:14]2[CH:19]=[CH:18][C:17]([O:20][CH2:21][CH2:22][N:23]3[CH2:26][CH:25]([CH2:27][F:28])[CH2:24]3)=[CH:16][CH:15]=2)[O:4][C:5]2[C:10]([C:11]=1[CH3:12])=[CH:9][C:8]([OH:13])=[CH:7][CH:6]=2.[C:29]([NH:32][C:33]1[CH:38]=[CH:37][C:36](B(O)O)=[CH:35][CH:34]=1)(=[O:31])[CH3:30], predict the reaction product. The product is: [F:28][CH2:27][CH:25]1[CH2:24][N:23]([CH2:22][CH2:21][O:20][C:17]2[CH:16]=[CH:15][C:14]([CH:3]3[C:2]([C:36]4[CH:37]=[CH:38][C:33]([NH:32][C:29](=[O:31])[CH3:30])=[CH:34][CH:35]=4)=[C:11]([CH3:12])[C:10]4[C:5](=[CH:6][CH:7]=[C:8]([OH:13])[CH:9]=4)[O:4]3)=[CH:19][CH:18]=2)[CH2:26]1.